Dataset: Forward reaction prediction with 1.9M reactions from USPTO patents (1976-2016). Task: Predict the product of the given reaction. (1) Given the reactants CN(C(ON1N=NC2C=CC=CC1=2)=[N+](C)C)C.[B-](F)(F)(F)F.CCN(C(C)C)C(C)C.[Cl:32][C:33]1[CH:55]=[CH:54][C:36]2[NH:37][C:38]([S:40][C:41]3[C:46]4[NH:47][C:48](=[O:50])[NH:49][C:45]=4[CH:44]=[C:43]([C:51]([OH:53])=O)[CH:42]=3)=[N:39][C:35]=2[CH:34]=1.[NH2:56][CH2:57][CH2:58][CH2:59][NH:60]C(=O)OC(C)(C)C, predict the reaction product. The product is: [ClH:32].[ClH:32].[NH2:56][CH2:57][CH2:58][CH2:59][NH:60][C:51]([C:43]1[CH:42]=[C:41]([S:40][C:38]2[NH:37][C:36]3[CH:54]=[CH:55][C:33]([Cl:32])=[CH:34][C:35]=3[N:39]=2)[C:46]2[NH:47][C:48](=[O:50])[NH:49][C:45]=2[CH:44]=1)=[O:53]. (2) Given the reactants Cl[CH2:2][CH2:3][N:4]([CH2:11][CH3:12])[C:5]1[CH:10]=[CH:9][CH:8]=[CH:7][CH:6]=1.C([O-])([O-])=O.[K+].[K+].[C:19]1([CH:26]=[CH:25][CH:24]=[C:22]([OH:23])[CH:21]=1)[OH:20], predict the reaction product. The product is: [CH2:11]([N:4]([C:5]1[CH:10]=[CH:9][CH:8]=[CH:7][CH:6]=1)[CH2:3][CH2:2][O:20][C:19]1[CH:21]=[C:22]([OH:23])[CH:24]=[CH:25][CH:26]=1)[CH3:12]. (3) Given the reactants OC1C=C([C:10]2[C:11]3[CH:18]=[CH:17][C:16]([O:19][CH3:20])=[CH:15][C:12]=3[O:13][CH:14]=2)C=CC=1OC.CCN(CC)CC, predict the reaction product. The product is: [CH3:20][O:19][C:16]1[CH:17]=[CH:18][C:11]2[CH:10]=[CH:14][O:13][C:12]=2[CH:15]=1. (4) The product is: [N:31]1[C:32]2[C:27](=[CH:26][C:25]([CH2:24][N:21]3[C:19]4[N:20]=[C:15]([C:13]5[CH:12]=[N:11][N:10]([CH2:9][CH2:8][OH:7])[CH:14]=5)[N:16]=[CH:17][C:18]=4[N:23]=[N:22]3)=[CH:34][CH:33]=2)[CH:28]=[CH:29][CH:30]=1. Given the reactants O1CCCCC1[O:7][CH2:8][CH2:9][N:10]1[CH:14]=[C:13]([C:15]2[N:16]=[CH:17][C:18]3[N:23]=[N:22][N:21]([CH2:24][C:25]4[CH:26]=[C:27]5[C:32](=[CH:33][CH:34]=4)[N:31]=[CH:30][CH:29]=[CH:28]5)[C:19]=3[N:20]=2)[CH:12]=[N:11]1.CC1C=CC(S(O)(=O)=O)=CC=1.O, predict the reaction product.